From a dataset of Forward reaction prediction with 1.9M reactions from USPTO patents (1976-2016). Predict the product of the given reaction. (1) Given the reactants [CH3:1][N:2]1[C:14]2[CH2:13][CH2:12][CH2:11][C:10](=[O:15])[C:9]=2[C:8]2[C:3]1=[CH:4][CH:5]=[CH:6][CH:7]=2.[CH3:16][C:17]1[NH:18][CH:19]=[CH:20][N:21]=1.[CH3:22]N(CN(C)C)C.Cl[Si](C)(C)C, predict the reaction product. The product is: [CH3:1][N:2]1[C:14]2[CH2:13][CH2:12][CH:11]([CH2:22][N:18]3[CH:19]=[CH:20][N:21]=[C:17]3[CH3:16])[C:10](=[O:15])[C:9]=2[C:8]2[C:3]1=[CH:4][CH:5]=[CH:6][CH:7]=2. (2) Given the reactants [NH2:1][C:2]1[CH:3]=[C:4]([CH:15]=[CH:16][CH:17]=1)[C:5]([NH:7][CH2:8][CH2:9][CH2:10][C:11]([O:13]C)=[O:12])=[O:6].[OH:18][C:19]1[CH:27]=[CH:26][CH:25]=[CH:24][C:20]=1[C:21](Cl)=[O:22].CCN(CC)CC.[OH-].[Na+].Cl, predict the reaction product. The product is: [OH:18][C:19]1[CH:27]=[CH:26][CH:25]=[CH:24][C:20]=1[C:21]([NH:1][C:2]1[CH:3]=[C:4]([CH:15]=[CH:16][CH:17]=1)[C:5]([NH:7][CH2:8][CH2:9][CH2:10][C:11]([OH:13])=[O:12])=[O:6])=[O:22]. (3) Given the reactants [C:1]([C:5]1[CH:10]=[CH:9][C:8]([N:11]2[C@@H:15]([C:16](=O)[CH:17]=[N+]=[N-])[CH2:14][CH2:13][C@@H:12]2C(=O)C=[N+]=[N-])=[CH:7][CH:6]=1)([CH3:4])([CH3:3])[CH3:2].Br.O.[NH2:28][C:29]([NH2:31])=[S:30].CCO[CH2:35][CH3:36], predict the reaction product. The product is: [C:1]([C:5]1[CH:10]=[CH:9][C:8]([N:11]2[C@@H:15]([C:16]3[N:28]=[C:29]([NH2:31])[S:30][CH:17]=3)[CH2:14][CH2:13][C@@H:12]2[C:35]2[N:28]=[C:29]([NH2:31])[S:30][CH:36]=2)=[CH:7][CH:6]=1)([CH3:2])([CH3:4])[CH3:3]. (4) Given the reactants CC(OI1(OC(C)=O)(OC(C)=O)OC(=O)C2C=CC=CC1=2)=O.[CH2:23]([O:30][C:31](=[O:43])[NH:32][C@H:33]([CH2:36][C:37]1[CH:42]=[CH:41][CH:40]=[CH:39][CH:38]=1)[CH2:34][OH:35])[C:24]1[CH:29]=[CH:28][CH:27]=[CH:26][CH:25]=1, predict the reaction product. The product is: [CH2:23]([O:30][C:31](=[O:43])[NH:32][C@H:33]([CH2:36][C:37]1[CH:42]=[CH:41][CH:40]=[CH:39][CH:38]=1)[CH:34]=[O:35])[C:24]1[CH:25]=[CH:26][CH:27]=[CH:28][CH:29]=1. (5) Given the reactants COC1C=CC(C[N:8]2[C:17]3[C:12](=[CH:13][CH:14]=[CH:15][CH:16]=3)[CH2:11][C:10]3([CH2:21][CH2:20][CH2:19][CH2:18]3)[C:9]2=[O:22])=CC=1.C1(OC)C=CC=CC=1, predict the reaction product. The product is: [NH:8]1[C:17]2[C:12](=[CH:13][CH:14]=[CH:15][CH:16]=2)[CH2:11][C:10]2([CH2:21][CH2:20][CH2:19][CH2:18]2)[C:9]1=[O:22]. (6) Given the reactants [C:1]([O:5][C:6](=[O:30])[CH2:7][CH2:8][N:9]([C:23]([O:25][C:26]([CH3:29])([CH3:28])[CH3:27])=[O:24])[CH2:10][C:11]([N:13]1[C:21]2[C:16](=[CH:17][C:18]([OH:22])=[CH:19][CH:20]=2)[CH2:15][CH2:14]1)=[O:12])([CH3:4])([CH3:3])[CH3:2].Cl[CH2:32][C:33]1[CH:38]=[CH:37][C:36]([C:39]([F:44])([F:43])[CH:40]([CH3:42])[CH3:41])=[CH:35][CH:34]=1.C(=O)([O-])[O-].[K+].[K+], predict the reaction product. The product is: [C:1]([O:5][C:6](=[O:30])[CH2:7][CH2:8][N:9]([C:23]([O:25][C:26]([CH3:29])([CH3:28])[CH3:27])=[O:24])[CH2:10][C:11]([N:13]1[C:21]2[C:16](=[CH:17][C:18]([O:22][CH2:32][C:33]3[CH:34]=[CH:35][C:36]([C:39]([F:43])([F:44])[CH:40]([CH3:42])[CH3:41])=[CH:37][CH:38]=3)=[CH:19][CH:20]=2)[CH2:15][CH2:14]1)=[O:12])([CH3:4])([CH3:3])[CH3:2]. (7) Given the reactants [Cl:1][C:2]1[CH:3]=[C:4]([CH2:8][O:9][C:10]2[CH:11]=[CH:12][C:13]([CH3:30])=[C:14]([C:16]([NH:18][C:19]3[CH:24]=[CH:23][C:22]([CH2:25][C:26]([OH:28])=[O:27])=[CH:21][C:20]=3[CH3:29])=[O:17])[CH:15]=2)[CH:5]=[CH:6][CH:7]=1.[OH-].[Na+:32], predict the reaction product. The product is: [Na+:32].[Cl:1][C:2]1[CH:3]=[C:4]([CH2:8][O:9][C:10]2[CH:11]=[CH:12][C:13]([CH3:30])=[C:14]([C:16]([NH:18][C:19]3[CH:24]=[CH:23][C:22]([CH2:25][C:26]([O-:28])=[O:27])=[CH:21][C:20]=3[CH3:29])=[O:17])[CH:15]=2)[CH:5]=[CH:6][CH:7]=1. (8) Given the reactants [NH2:1][C:2]1[CH:3]=[N:4][C:5]2[C:10]([C:11]=1[OH:12])=[CH:9][C:8]([Br:13])=[CH:7][CH:6]=2.C(=O)([O-])[O-].[K+].[K+].Br[CH2:21][CH2:22]Br.CN(C)C=O, predict the reaction product. The product is: [Br:13][C:8]1[CH:7]=[CH:6][C:5]2[N:4]=[CH:3][C:2]3[NH:1][CH2:21][CH2:22][O:12][C:11]=3[C:10]=2[CH:9]=1.